Dataset: Forward reaction prediction with 1.9M reactions from USPTO patents (1976-2016). Task: Predict the product of the given reaction. (1) Given the reactants C([C@@H]1COC(=O)N1[C:14](=[O:24])[C@@H:15]([C:17]1[CH:22]=[CH:21][C:20]([Br:23])=[CH:19][CH:18]=1)[CH3:16])C1C=CC=CC=1.OO.[Li+].[OH-].[O-:29]S([O-])=O.[Na+].[Na+], predict the reaction product. The product is: [Br:23][C:20]1[CH:19]=[CH:18][C:17]([C@@H:15]([CH3:16])[C:14]([OH:24])=[O:29])=[CH:22][CH:21]=1. (2) Given the reactants [CH:1]1([CH2:4][N:5]2[C:13]3[C:8](=[CH:9][CH:10]=[CH:11][CH:12]=3)[C:7]([CH:14]3[CH2:19][CH2:18][NH:17][CH2:16][CH2:15]3)=[CH:6]2)[CH2:3][CH2:2]1.C([O:22][C:23](=[O:36])[CH2:24][C:25]1[CH:30]=[CH:29][C:28]([O:31][CH2:32][CH2:33][CH2:34]Cl)=[CH:27][CH:26]=1)C.C(=O)([O-])[O-].[K+].[K+].[I-].[K+], predict the reaction product. The product is: [CH:1]1([CH2:4][N:5]2[C:13]3[C:8](=[CH:9][CH:10]=[CH:11][CH:12]=3)[C:7]([CH:14]3[CH2:19][CH2:18][N:17]([CH2:34][CH2:33][CH2:32][O:31][C:28]4[CH:29]=[CH:30][C:25]([CH2:24][C:23]([OH:36])=[O:22])=[CH:26][CH:27]=4)[CH2:16][CH2:15]3)=[CH:6]2)[CH2:2][CH2:3]1.